Dataset: Full USPTO retrosynthesis dataset with 1.9M reactions from patents (1976-2016). Task: Predict the reactants needed to synthesize the given product. (1) Given the product [CH3:77][O:78][C:54]([CH:41]1[CH2:42][CH2:43][CH:44]([CH2:38][NH:35][C:28]([C@H:9]2[C@H:8]([C:4]3[CH:5]=[CH:6][CH:7]=[C:2]([Cl:1])[C:3]=3[F:31])[C@:12]([C:15]3[CH:20]=[CH:19][C:18]([Cl:21])=[CH:17][C:16]=3[F:22])([C:13]#[N:14])[C@H:11]([CH2:23][C:24]([CH3:25])([CH3:26])[CH3:27])[NH:10]2)=[O:30])[CH2:45][CH2:46]1)=[O:58], predict the reactants needed to synthesize it. The reactants are: [Cl:1][C:2]1[C:3]([F:31])=[C:4]([CH:8]2[C:12]([C:15]3[CH:20]=[CH:19][C:18]([Cl:21])=[CH:17][C:16]=3[F:22])([C:13]#[N:14])[CH:11]([CH2:23][C:24]([CH3:27])([CH3:26])[CH3:25])[NH:10][CH:9]2[C:28]([OH:30])=O)[CH:5]=[CH:6][CH:7]=1.C([N:35]([CH:38](C)C)CC)(C)C.[CH:41]1[CH:42]=[CH:43][C:44]2N(O)N=N[C:45]=2[CH:46]=1.CN([C:54]([O:58]N1N=NC2C=CC=CC1=2)=[N+](C)C)C.F[P-](F)(F)(F)(F)F.CN(C)[CH:77]=[O:78]. (2) Given the product [Br:8][C:20]1[C:12]([S:11][CH2:9][CH3:10])=[CH:13][C:14]2[O:18][CH2:17][O:16][C:15]=2[CH:19]=1, predict the reactants needed to synthesize it. The reactants are: C1C(=O)N([Br:8])C(=O)C1.[CH2:9]([S:11][C:12]1[CH:20]=[CH:19][C:15]2[O:16][CH2:17][O:18][C:14]=2[CH:13]=1)[CH3:10].O. (3) The reactants are: Cl[C:2]1[N:3]=[C:4]([N:11]2[CH2:16][CH2:15][O:14][CH2:13][CH2:12]2)[C:5]2[N:10]=[CH:9][S:8][C:6]=2[N:7]=1.CC1(C)C(C)(C)OB([C:25]2[CH:26]=[N:27][C:28]([NH2:31])=[N:29][CH:30]=2)O1. Given the product [O:14]1[CH2:15][CH2:16][N:11]([C:4]2[C:5]3[N:10]=[CH:9][S:8][C:6]=3[N:7]=[C:2]([C:25]3[CH:26]=[N:27][C:28]([NH2:31])=[N:29][CH:30]=3)[N:3]=2)[CH2:12][CH2:13]1, predict the reactants needed to synthesize it. (4) Given the product [N:1]1[C:5]2[CH:6]=[CH:7][C:8]([CH:10]3[CH2:15][CH2:14][CH:13]([N:17]4[CH2:20][CH:19]([NH:21][C:22]([CH2:24][NH:25][C:26](=[O:37])[C:27]5[CH:32]=[CH:31][CH:30]=[C:29]([C:33]([F:36])([F:34])[F:35])[CH:28]=5)=[O:23])[CH2:18]4)[CH2:12][CH2:11]3)=[CH:9][C:4]=2[NH:3][CH:2]=1, predict the reactants needed to synthesize it. The reactants are: [N:1]1[C:5]2[CH:6]=[CH:7][C:8]([C:10]3[CH2:15][CH2:14][C:13](=O)[CH2:12][CH:11]=3)=[CH:9][C:4]=2[NH:3][CH:2]=1.[NH:17]1[CH2:20][CH:19]([NH:21][C:22]([CH2:24][NH:25][C:26](=[O:37])[C:27]2[CH:32]=[CH:31][CH:30]=[C:29]([C:33]([F:36])([F:35])[F:34])[CH:28]=2)=[O:23])[CH2:18]1. (5) Given the product [C:33]([C:35]1[O:39][C:38]([C:40]([NH:14][C:13]2[CH:12]=[CH:11][C:10]([N:17]3[CH2:22][CH2:21][N:20]([CH2:23][CH2:24][O:25][C:26](=[O:32])[O:27][C:28]([CH3:31])([CH3:30])[CH3:29])[CH2:19][CH2:18]3)=[CH:9][C:8]=2[N:5]2[CH2:6][CH2:7][CH:2]([CH3:1])[CH2:3][CH2:4]2)=[O:41])=[CH:37][CH:36]=1)#[N:34], predict the reactants needed to synthesize it. The reactants are: [CH3:1][CH:2]1[CH2:7][CH2:6][N:5]([C:8]2[CH:9]=[C:10]([N:17]3[CH2:22][CH2:21][N:20]([CH2:23][CH2:24][O:25][C:26](=[O:32])[O:27][C:28]([CH3:31])([CH3:30])[CH3:29])[CH2:19][CH2:18]3)[CH:11]=[CH:12][C:13]=2[N+:14]([O-])=O)[CH2:4][CH2:3]1.[C:33]([C:35]1[O:39][C:38]([C:40](O)=[O:41])=[CH:37][CH:36]=1)#[N:34].C(Cl)(=O)C(Cl)=O.CCN(C(C)C)C(C)C. (6) Given the product [CH:65]([O:64][C:62](=[O:63])[C@@H:37]([O:36]/[N:35]=[C:14](/[C:12]1[N:13]=[C:9]([NH:8][C:6]([O:5][C:1]([CH3:3])([CH3:4])[CH3:2])=[O:7])[S:10][CH:11]=1)\[C:15]([NH:17][C@H:18]1[C@@H:21]([CH2:22][N:23]2[CH2:27][CH2:26][O:25][C:24]2=[O:28])[N:20]([S:29]([OH:32])(=[O:30])=[O:31])[C:19]1=[O:33])=[O:16])[CH2:38][O:39][C:40]1[CH:61]=[CH:60][C:43]([C:44](=[NH:59])[NH:45][CH:46]2[CH2:51][CH2:50][N:49]([C:52]([O:54][C:55]([CH3:56])([CH3:57])[CH3:58])=[O:53])[CH2:48][CH2:47]2)=[CH:42][CH:41]=1)([C:66]1[CH:71]=[CH:70][CH:69]=[CH:68][CH:67]=1)[C:72]1[CH:73]=[CH:74][CH:75]=[CH:76][CH:77]=1, predict the reactants needed to synthesize it. The reactants are: [C:1]([O:5][C:6]([NH:8][C:9]1[S:10][CH:11]=[C:12]([C:14](=O)[C:15]([NH:17][C@H:18]2[C@@H:21]([CH2:22][N:23]3[CH2:27][CH2:26][O:25][C:24]3=[O:28])[N:20]([S:29]([OH:32])(=[O:31])=[O:30])[C:19]2=[O:33])=[O:16])[N:13]=1)=[O:7])([CH3:4])([CH3:3])[CH3:2].[NH2:35][O:36][C@H:37]([C:62]([O:64][CH:65]([C:72]1[CH:77]=[CH:76][CH:75]=[CH:74][CH:73]=1)[C:66]1[CH:71]=[CH:70][CH:69]=[CH:68][CH:67]=1)=[O:63])[CH2:38][O:39][C:40]1[CH:61]=[CH:60][C:43]([C:44](=[NH:59])[NH:45][CH:46]2[CH2:51][CH2:50][N:49]([C:52]([O:54][C:55]([CH3:58])([CH3:57])[CH3:56])=[O:53])[CH2:48][CH2:47]2)=[CH:42][CH:41]=1.CC(O)=O. (7) Given the product [N+:1]([C:4]1[CH:12]=[C:7]2[CH2:8][N:9]([CH:15]3[CH2:16][O:13][CH2:14]3)[CH2:10][CH2:11][N:6]2[N:5]=1)([O-:3])=[O:2], predict the reactants needed to synthesize it. The reactants are: [N+:1]([C:4]1[CH:12]=[C:7]2[CH2:8][NH:9][CH2:10][CH2:11][N:6]2[N:5]=1)([O-:3])=[O:2].[O:13]1[CH2:16][C:15](=O)[CH2:14]1.[BH3-]C#N.[Na+].O. (8) Given the product [CH3:25][N:21]1[CH:22]=[CH:23][N:24]=[C:20]1[C:13]1[CH:14]=[CH:15][C:10]([CH2:9][NH2:8])=[CH:11][CH:12]=1, predict the reactants needed to synthesize it. The reactants are: C(OC([NH:8][CH2:9][C:10]1[CH:15]=[CH:14][C:13](B(O)O)=[CH:12][CH:11]=1)=O)(C)(C)C.Br[C:20]1[N:21]([CH3:25])[CH:22]=[CH:23][N:24]=1.C(=O)([O-])[O-].[K+].[K+].C1(C)C=CC=CC=1. (9) Given the product [Cl:1][C:2]1[CH:3]=[C:4]([N:9]2[C:13](=[O:14])[C@@:12]3([C@H:18]([C:19]4[CH:20]=[CH:21][C:22]([C:25]5[CH:30]=[N:29][CH:28]=[N:27][CH:26]=5)=[CH:23][CH:24]=4)[CH2:17][N:16]([CH:34]([CH3:36])[CH3:35])[CH2:15]3)[N:11]([CH3:31])[C:10]2=[O:32])[CH:5]=[C:6]([Cl:8])[CH:7]=1, predict the reactants needed to synthesize it. The reactants are: [Cl:1][C:2]1[CH:3]=[C:4]([N:9]2[C:13](=[O:14])[C@@:12]3([C@H:18]([C:19]4[CH:24]=[CH:23][C:22]([C:25]5[CH:26]=[N:27][CH:28]=[N:29][CH:30]=5)=[CH:21][CH:20]=4)[CH2:17][NH:16][CH2:15]3)[N:11]([CH3:31])[C:10]2=[O:32])[CH:5]=[C:6]([Cl:8])[CH:7]=1.I[CH:34]([CH3:36])[CH3:35].C([O-])([O-])=O.[K+].[K+].